Dataset: Reaction yield outcomes from USPTO patents with 853,638 reactions. Task: Predict the reaction yield, written as a fraction of the theoretical maximum amount of product (1.0 means a 100% yield; for example, 0.34 means a 34% yield). (1) The reactants are C[O:2][C:3]1[CH:11]=[C:10]2[C:6]([CH:7]=[C:8]([CH3:12])[NH:9]2)=[CH:5][CH:4]=1.Br. The catalyst is C(O)(=O)C. The product is [CH3:12][C:8]1[NH:9][C:10]2[C:6]([CH:7]=1)=[CH:5][CH:4]=[C:3]([OH:2])[CH:11]=2. The yield is 0.650. (2) The reactants are [C:1]([O:5][C:6](=[O:34])[N:7]([C@H:9]([C:11](=[O:33])[NH:12][C@@H:13]1[C:19](=[O:20])[NH:18][C:17]2[CH:21]=[C:22]([O:25][CH2:26][C:27]3[CH:32]=[CH:31][CH:30]=[CH:29][CH:28]=3)[CH:23]=[CH:24][C:16]=2[CH2:15][CH2:14]1)[CH3:10])[CH3:8])([CH3:4])([CH3:3])[CH3:2].[CH2:35](Br)[C:36]1[CH:41]=[CH:40][CH:39]=[CH:38][CH:37]=1.C([O-])([O-])=O.[Cs+].[Cs+].CN(C=O)C. The catalyst is CCOC(C)=O. The product is [C:1]([O:5][C:6](=[O:34])[N:7]([C@H:9]([C:11](=[O:33])[NH:12][C@@H:13]1[C:19](=[O:20])[N:18]([CH2:35][C:36]2[CH:41]=[CH:40][CH:39]=[CH:38][CH:37]=2)[C:17]2[CH:21]=[C:22]([O:25][CH2:26][C:27]3[CH:28]=[CH:29][CH:30]=[CH:31][CH:32]=3)[CH:23]=[CH:24][C:16]=2[CH2:15][CH2:14]1)[CH3:10])[CH3:8])([CH3:2])([CH3:3])[CH3:4]. The yield is 0.710. (3) The reactants are [Cl:1][C:2]1[N:7]=[C:6]([C:8]([O:10][CH2:11][CH3:12])=[O:9])[C:5](F)=[CH:4][N:3]=1.[F:14][C:15]([F:19])([F:18])[CH2:16][NH2:17]. No catalyst specified. The product is [Cl:1][C:2]1[N:7]=[C:6]([C:8]([O:10][CH2:11][CH3:12])=[O:9])[C:5]([NH:17][CH2:16][C:15]([F:19])([F:18])[F:14])=[CH:4][N:3]=1. The yield is 0.130. (4) The reactants are Br.Br.[CH2:3]1[C:9]2[CH:10]=[CH:11][C:12]([NH2:14])=[CH:13][C:8]=2[CH2:7][CH2:6][NH:5][CH2:4]1.[OH-:15].[Na+].[Cl:17][C:18]1[CH:23]=[CH:22][C:21]([S:24]([N:27]=[C:28]=[O:29])(=[O:26])=[O:25])=[CH:20][CH:19]=1.C(O[CH2:33][CH3:34])C. The catalyst is C(Cl)Cl. The product is [Cl:17][C:18]1[CH:19]=[CH:20][C:21]([S:24]([NH:27][C:28]([N:5]2[CH2:4][CH2:3][C:9]3[CH:10]=[CH:11][C:12]([NH:14][C:28](=[O:29])[NH:27][S:24]([C:34]4[CH:33]=[CH:23][C:18]([Cl:17])=[CH:19][CH:20]=4)(=[O:25])=[O:15])=[CH:13][C:8]=3[CH2:7][CH2:6]2)=[O:29])(=[O:25])=[O:26])=[CH:22][CH:23]=1. The yield is 0.330. (5) The reactants are [C:1]([C:4]1[CH:9]=[CH:8][C:7]([S:10](Cl)(=[O:12])=[O:11])=[CH:6][CH:5]=1)(=[O:3])[CH3:2].[NH2:14][CH2:15][C:16]([OH:18])=[O:17].Cl. The catalyst is CC(C)=O.[OH-].[Na+].O. The product is [C:1]([C:4]1[CH:9]=[CH:8][C:7]([S:10]([NH:14][CH2:15][C:16]([OH:18])=[O:17])(=[O:12])=[O:11])=[CH:6][CH:5]=1)(=[O:3])[CH3:2]. The yield is 0.940. (6) The reactants are [N+:1]([N:3]=P(C1C=CC=CC=1)(C1C=CC=CC=1)C1C=CC=CC=1)#[C-:2].[C:23]1([CH2:33][C:34]([NH:36][C:37]2[CH:41]=[CH:40][S:39][C:38]=2[C:42]([OH:44])=O)=[O:35])[C:32]2[C:27](=[CH:28][CH:29]=[CH:30][CH:31]=2)[CH:26]=[CH:25][CH:24]=1. The catalyst is C(Cl)Cl. The product is [O:44]1[CH:2]=[N:1][N:3]=[C:42]1[C:38]1[S:39][CH:40]=[CH:41][C:37]=1[NH:36][C:34](=[O:35])[CH2:33][C:23]1[C:32]2[C:27](=[CH:28][CH:29]=[CH:30][CH:31]=2)[CH:26]=[CH:25][CH:24]=1. The yield is 0.120. (7) The reactants are [NH2:1][CH:2]([C:4]1[CH:11]=[C:10]([Cl:12])[C:7]([C:8]#[N:9])=[C:6]([Br:13])[C:5]=1[O:14][CH2:15][CH3:16])[CH3:3].CCN(C(C)C)C(C)C.[C:26]([O:30][C:31](O[C:31]([O:30][C:26]([CH3:29])([CH3:28])[CH3:27])=[O:32])=[O:32])([CH3:29])([CH3:28])[CH3:27]. The catalyst is O1CCOCC1.CCOC(C)=O. The product is [Br:13][C:6]1[C:5]([O:14][CH2:15][CH3:16])=[C:4]([CH:2]([NH:1][C:31](=[O:32])[O:30][C:26]([CH3:29])([CH3:28])[CH3:27])[CH3:3])[CH:11]=[C:10]([Cl:12])[C:7]=1[C:8]#[N:9]. The yield is 0.900. (8) The reactants are [CH3:1][N:2]1[C:10]([CH2:11][O:12][C:13]([C:26]2[CH:31]=[CH:30][CH:29]=[CH:28][CH:27]=2)([C:20]2[CH:25]=[CH:24][CH:23]=[CH:22][CH:21]=2)[C:14]2[CH:19]=[CH:18][CH:17]=[CH:16][CH:15]=2)=[C:9]2[C:4]([CH:5]=[C:6]([N+:32]([O-])=O)[CH:7]=[CH:8]2)=[N:3]1.[H-].[H-].[H-].[H-].[Li+].[Al+3]. The catalyst is C1COCC1. The product is [CH3:1][N:2]1[C:10]([CH2:11][O:12][C:13]([C:26]2[CH:31]=[CH:30][CH:29]=[CH:28][CH:27]=2)([C:20]2[CH:21]=[CH:22][CH:23]=[CH:24][CH:25]=2)[C:14]2[CH:19]=[CH:18][CH:17]=[CH:16][CH:15]=2)=[C:9]2[C:4]([CH:5]=[C:6]([NH2:32])[CH:7]=[CH:8]2)=[N:3]1. The yield is 1.08.